This data is from Full USPTO retrosynthesis dataset with 1.9M reactions from patents (1976-2016). The task is: Predict the reactants needed to synthesize the given product. (1) Given the product [NH2:1][C@H:2]1[CH2:7][C@@H:6]([CH3:8])[CH2:5][N:4]([C:9]2[CH:14]=[CH:13][N:12]=[CH:11][C:10]=2[NH:15][C:16]([C:18]2[CH:27]=[CH:26][C:25]3[C:20](=[CH:21][C:22]([C:31]4[C:30]([F:29])=[CH:35][CH:34]=[CH:33][C:32]=4[F:36])=[CH:23][N:24]=3)[N:19]=2)=[O:17])[CH2:3]1, predict the reactants needed to synthesize it. The reactants are: [NH2:1][C@H:2]1[CH2:7][C@@H:6]([CH3:8])[CH2:5][N:4]([C:9]2[CH:14]=[CH:13][N:12]=[CH:11][C:10]=2[NH:15][C:16]([C:18]2[CH:27]=[CH:26][C:25]3[C:20](=[CH:21][C:22](Br)=[CH:23][N:24]=3)[N:19]=2)=[O:17])[CH2:3]1.[F:29][C:30]1[CH:35]=[CH:34][CH:33]=[C:32]([F:36])[C:31]=1B1OC(C)(C)C(C)(C)O1.C([O-])([O-])=O.[Cs+].[Cs+]. (2) Given the product [Br:23][C:24]1[C:28]2=[N:29][C:30]([O:35][CH3:36])=[C:31]([O:33][CH3:34])[CH:32]=[C:27]2[N:26]([C:16]([O:18][C:19]([CH3:20])([CH3:21])[CH3:22])=[O:17])[CH:25]=1, predict the reactants needed to synthesize it. The reactants are: CCN(CC)CC.[CH3:20][C:19]([O:18][C:16](O[C:16]([O:18][C:19]([CH3:22])([CH3:21])[CH3:20])=[O:17])=[O:17])([CH3:22])[CH3:21].[Br:23][C:24]1[C:28]2=[N:29][C:30]([O:35][CH3:36])=[C:31]([O:33][CH3:34])[CH:32]=[C:27]2[NH:26][CH:25]=1. (3) Given the product [CH2:48]1[C:49]2[C:54](=[CH:53][CH:52]=[CH:51][CH:50]=2)[CH2:55][CH2:56][N:47]1[CH2:46][CH:45]([OH:57])[CH2:44][NH:43][C:16]([C:15]1[CH:14]=[C:13]([CH:10]2[CH2:11][CH2:12][N:8]([C:6]([O:5][C:1]([CH3:2])([CH3:3])[CH3:4])=[O:7])[CH2:9]2)[CH:21]=[CH:20][CH:19]=1)=[O:18], predict the reactants needed to synthesize it. The reactants are: [C:1]([O:5][C:6]([N:8]1[CH2:12][CH2:11][CH:10]([C:13]2[CH:14]=[C:15]([CH:19]=[CH:20][CH:21]=2)[C:16]([OH:18])=O)[CH2:9]1)=[O:7])([CH3:4])([CH3:3])[CH3:2].C1C=CC2N(O)N=NC=2C=1.CCN=C=NCCCN(C)C.[NH2:43][CH2:44][CH:45]([OH:57])[CH2:46][N:47]1[CH2:56][CH2:55][C:54]2[C:49](=[CH:50][CH:51]=[CH:52][CH:53]=2)[CH2:48]1.